Dataset: Reaction yield outcomes from USPTO patents with 853,638 reactions. Task: Predict the reaction yield, written as a fraction of the theoretical maximum amount of product (1.0 means a 100% yield; for example, 0.34 means a 34% yield). (1) The reactants are C(N[C:5]1[C:6]([N+:16]([O-:18])=[O:17])=[C:7]([C:11]([Cl:15])=[CH:12][C:13]=1[Cl:14])[C:8]([OH:10])=[O:9])(=O)C.[OH-:19].[K+].Cl. The catalyst is O.C(OCC)(=O)C. The product is [Cl:14][C:13]1[CH:12]=[C:11]([Cl:15])[C:7]([C:8]([OH:10])=[O:9])=[C:6]([N+:16]([O-:18])=[O:17])[C:5]=1[OH:19]. The yield is 0.890. (2) The product is [C:21]([O:24][CH2:25][C:26]1[C:27]([N:41]2[CH2:53][CH2:52][N:44]3[C:45]4[CH2:46][CH2:47][CH2:48][CH2:49][C:50]=4[CH:51]=[C:43]3[C:42]2=[O:54])=[CH:28][CH:29]=[CH:30][C:31]=1[C:16]1[CH:17]=[C:12]([NH:11][C:8]2[CH:7]=[CH:6][C:5]([CH:3]3[CH2:4][NH:1][CH2:2]3)=[CH:10][N:9]=2)[C:13](=[O:20])[N:14]([CH3:19])[CH:15]=1)(=[O:23])[CH3:22]. The reactants are [NH:1]1[CH2:4][CH:3]([C:5]2[CH:6]=[CH:7][C:8]([NH:11][C:12]3[C:13](=[O:20])[N:14]([CH3:19])[CH:15]=[C:16](Br)[CH:17]=3)=[N:9][CH:10]=2)[CH2:2]1.[C:21]([O:24][CH2:25][C:26]1[C:31](B2OC(C)(C)C(C)(C)O2)=[CH:30][CH:29]=[CH:28][C:27]=1[N:41]1[CH2:53][CH2:52][N:44]2[C:45]3[CH2:46][CH2:47][CH2:48][CH2:49][C:50]=3[CH:51]=[C:43]2[C:42]1=[O:54])(=[O:23])[CH3:22].O1CCOCC1. The catalyst is C([O-])([O-])=O.[Na+].[Na+].COCCOC.C1C=CC([P]([Pd]([P](C2C=CC=CC=2)(C2C=CC=CC=2)C2C=CC=CC=2)([P](C2C=CC=CC=2)(C2C=CC=CC=2)C2C=CC=CC=2)[P](C2C=CC=CC=2)(C2C=CC=CC=2)C2C=CC=CC=2)(C2C=CC=CC=2)C2C=CC=CC=2)=CC=1. The yield is 0.400.